From a dataset of Catalyst prediction with 721,799 reactions and 888 catalyst types from USPTO. Predict which catalyst facilitates the given reaction. (1) Reactant: OO.C(O)[C@@H](O)[C@H]1[O:10][C:8](=[O:9])[C:7](O)=[C:6]1O.C(O)(=O)C=C.[C:20]([O:24][CH2:25][CH2:26][OH:27])(=[O:23])[CH:21]=[CH2:22].SCCO.C(OO)(C)(C)C. Product: [C:8]([OH:10])(=[O:9])[CH:7]=[CH2:6].[C:20]([O:24][CH2:25][CH2:26][OH:27])(=[O:23])[CH:21]=[CH2:22]. The catalyst class is: 6. (2) Reactant: [C:1]([O:5][C:6](=[O:14])[NH:7][CH2:8][CH2:9][NH:10][CH:11]([CH3:13])[CH3:12])([CH3:4])([CH3:3])[CH3:2].Br[C:16]1([CH2:27][C:28]2[CH:33]=[CH:32][CH:31]=[C:30]([Cl:34])[CH:29]=2)[C:24]2[C:19](=[CH:20][C:21]([Cl:25])=[CH:22][CH:23]=2)[NH:18][C:17]1=[O:26].C([O-])([O-])=O.[K+].[K+]. Product: [C:1]([O:5][C:6](=[O:14])[NH:7][CH2:8][CH2:9][N:10]([C:16]1([CH2:27][C:28]2[CH:33]=[CH:32][CH:31]=[C:30]([Cl:34])[CH:29]=2)[C:24]2[C:19](=[CH:20][C:21]([Cl:25])=[CH:22][CH:23]=2)[NH:18][C:17]1=[O:26])[CH:11]([CH3:12])[CH3:13])([CH3:4])([CH3:3])[CH3:2]. The catalyst class is: 643.